This data is from Catalyst prediction with 721,799 reactions and 888 catalyst types from USPTO. The task is: Predict which catalyst facilitates the given reaction. (1) Reactant: [CH2:1]([O:8][C:9](=[O:18])[NH:10][C@@H:11]([C@@H:14]([F:17])[CH2:15][CH3:16])[CH2:12]O)[C:2]1[CH:7]=[CH:6][CH:5]=[CH:4][CH:3]=1.C([N:21](CC)CC)C.CS(Cl)(=O)=O.C(=O)([O-])O.[Na+]. Product: [CH2:1]([O:8][C:9](=[O:18])[NH:10][C@@H:11]([C@@H:14]([F:17])[CH2:15][CH3:16])[CH2:12][NH2:21])[C:2]1[CH:7]=[CH:6][CH:5]=[CH:4][CH:3]=1. The catalyst class is: 22. (2) Reactant: [C:1]([NH:5][C:6]1[CH:11]=[CH:10][C:9]([C:12]([F:15])([F:14])[F:13])=[CH:8][C:7]=1[N+:16]([O-])=O)([CH3:4])([CH3:3])[CH3:2]. Product: [C:1]([NH:5][C:6]1[C:7]([NH2:16])=[CH:8][C:9]([C:12]([F:14])([F:15])[F:13])=[CH:10][CH:11]=1)([CH3:4])([CH3:2])[CH3:3]. The catalyst class is: 153.